This data is from Reaction yield outcomes from USPTO patents with 853,638 reactions. The task is: Predict the reaction yield, written as a fraction of the theoretical maximum amount of product (1.0 means a 100% yield; for example, 0.34 means a 34% yield). (1) The reactants are [CH:1]1([NH2:4])[CH2:3][CH2:2]1.F[C:6]1[CH:11]=[CH:10][CH:9]=[CH:8][C:7]=1[N+:12]([O-:14])=[O:13]. No catalyst specified. The product is [CH:1]1([NH:4][C:6]2[CH:11]=[CH:10][CH:9]=[CH:8][C:7]=2[N+:12]([O-:14])=[O:13])[CH2:3][CH2:2]1. The yield is 0.860. (2) The reactants are C1(=O)CCC=C1.C(OCC1C=CC=CC=1)C1C=CC=CC=1.[CH:22]([C:25]1[CH2:29][CH2:28][C:27](=[O:30])[CH:26]=1)([CH3:24])[CH3:23]. No catalyst specified. The product is [CH:22]([CH:25]1[CH2:29][CH2:28][C:27](=[O:30])[CH2:26]1)([CH3:24])[CH3:23]. The yield is 0.880.